Dataset: Full USPTO retrosynthesis dataset with 1.9M reactions from patents (1976-2016). Task: Predict the reactants needed to synthesize the given product. (1) Given the product [F:22][C:23]1[CH:31]=[C:30]2[C:26]([C:27]([C:41]3[CH:42]=[CH:43][C:44]([NH:47][CH2:48][CH2:49][NH2:50])=[N:45][CH:46]=3)=[CH:28][NH:29]2)=[CH:25][CH:24]=1, predict the reactants needed to synthesize it. The reactants are: FC1C=C2C(C(C3C=CC(NCCCN)=NC=3)=CN2)=CC=1.[F:22][C:23]1[CH:31]=[C:30]2[C:26]([C:27]([C:41]3[CH:42]=[CH:43][C:44]([NH:47][CH2:48][CH2:49][NH2:50])=[N:45][CH:46]=3)=[CH:28][N:29]2S(C2C=CC=CC=2)(=O)=O)=[CH:25][CH:24]=1. (2) Given the product [Cl:29][C:23]1[CH:22]=[C:21]2[C:26]([CH:27]=[N:28][C:19]([NH:43][CH:39]3[CH2:40][CH2:41][CH2:42][NH:37][CH2:38]3)=[N:20]2)=[CH:25][CH:24]=1, predict the reactants needed to synthesize it. The reactants are: ClC1C=CC2N=C(NC3CCNC3)OC=2C=1.Cl.Cl[C:19]1[N:28]=[CH:27][C:26]2[C:21](=[CH:22][C:23]([Cl:29])=[CH:24][CH:25]=2)[N:20]=1.C(OC([N:37]1[CH2:42][CH2:41][CH2:40][CH:39]([NH2:43])[CH2:38]1)=O)(C)(C)C. (3) Given the product [I:11][C:3]1[CH:2]=[N:1][N:5]2[C:4]=1[CH2:9][C:8](=[O:10])[N:7]=[CH:6]2, predict the reactants needed to synthesize it. The reactants are: [N:1]1[N:5]2[CH:6]=[N:7][C:8](=[O:10])[CH2:9][C:4]2=[CH:3][CH:2]=1.[I:11]N1C(=O)CCC1=O. (4) Given the product [Cl:1][C:2]1[CH:3]=[CH:4][C:5]([O:18][CH2:19][C:20]2[CH:25]=[CH:24][CH:23]=[CH:22][CH:21]=2)=[C:6]([CH2:8][N:9]2[C:13]([CH3:14])=[CH:12][C:11]([C:15]([N:28]([CH3:27])[O:29][CH3:30])=[O:16])=[N:10]2)[CH:7]=1, predict the reactants needed to synthesize it. The reactants are: [Cl:1][C:2]1[CH:3]=[CH:4][C:5]([O:18][CH2:19][C:20]2[CH:25]=[CH:24][CH:23]=[CH:22][CH:21]=2)=[C:6]([CH2:8][N:9]2[C:13]([CH3:14])=[CH:12][C:11]([C:15](O)=[O:16])=[N:10]2)[CH:7]=1.Cl.[CH3:27][NH:28][O:29][CH3:30].ON1C2C=CC=CC=2N=N1.CN(C)CCCN=C=NCC.C(N(CC)CC)C. (5) The reactants are: [CH2:1]([O:3][C:4]([C:6]1[C:15](=O)[C:14]2[C:9](=[CH:10][CH:11]=[C:12]([O:17][CH3:18])[N:13]=2)[NH:8][CH:7]=1)=[O:5])[CH3:2].P(Br)(Br)[Br:20].O.C(=O)([O-])[O-].[Na+].[Na+]. Given the product [CH2:1]([O:3][C:4]([C:6]1[CH:7]=[N:8][C:9]2[C:14]([C:15]=1[Br:20])=[N:13][C:12]([O:17][CH3:18])=[CH:11][CH:10]=2)=[O:5])[CH3:2], predict the reactants needed to synthesize it.